This data is from Forward reaction prediction with 1.9M reactions from USPTO patents (1976-2016). The task is: Predict the product of the given reaction. (1) The product is: [F:10][C:11]1[CH:12]=[C:13]([C:35]([NH:9][S:6]([CH:3]2[CH2:5][CH2:4]2)(=[O:8])=[O:7])=[O:36])[C:14]2[CH2:15][C:16]([CH3:33])([CH3:34])[CH:17]([C:21]3[CH:26]=[CH:25][CH:24]=[C:23]([N:27]4[CH2:28][CH2:29][O:30][CH2:31][CH2:32]4)[CH:22]=3)[NH:18][C:19]=2[CH:20]=1. Given the reactants [H-].[Na+].[CH:3]1([S:6]([NH2:9])(=[O:8])=[O:7])[CH2:5][CH2:4]1.[F:10][C:11]1[CH:12]=[C:13]([C:35](O)=[O:36])[C:14]2[CH2:15][C:16]([CH3:34])([CH3:33])[CH:17]([C:21]3[CH:26]=[CH:25][CH:24]=[C:23]([N:27]4[CH2:32][CH2:31][O:30][CH2:29][CH2:28]4)[CH:22]=3)[NH:18][C:19]=2[CH:20]=1.C(N1C=CN=C1)(N1C=CN=C1)=O, predict the reaction product. (2) Given the reactants [Br:1][C:2]1[CH:7]=[CH:6][C:5]([C:8]2[C:9]3[CH:16]=[CH:15][C:14]([OH:17])=[CH:13][C:10]=3[S:11][CH:12]=2)=[CH:4][CH:3]=1.C([O-])([O-])=O.[K+].[K+].[Br:24][CH2:25][CH2:26][CH2:27][CH2:28]Br, predict the reaction product. The product is: [Br:24][CH2:25][CH2:26][CH2:27][CH2:28][O:17][C:14]1[CH:15]=[CH:16][C:9]2[C:8]([C:5]3[CH:6]=[CH:7][C:2]([Br:1])=[CH:3][CH:4]=3)=[CH:12][S:11][C:10]=2[CH:13]=1. (3) Given the reactants [C:1]([C:3]1[CH:17]=[C:16]([CH2:18][O:19][CH3:20])[CH:15]=[CH:14][C:4]=1[CH2:5][NH:6][C:7](=[O:13])[O:8][C:9]([CH3:12])([CH3:11])[CH3:10])#[N:2].[BH4-].[Na+], predict the reaction product. The product is: [NH2:2][CH2:1][C:3]1[CH:17]=[C:16]([CH2:18][O:19][CH3:20])[CH:15]=[CH:14][C:4]=1[CH2:5][NH:6][C:7](=[O:13])[O:8][C:9]([CH3:10])([CH3:12])[CH3:11]. (4) Given the reactants [CH2:1]([O:3][C:4]([N:6]1[C:15]2[C:10](=[N:11][C:12](OS(C(F)(F)F)(=O)=O)=[CH:13][CH:14]=2)[C@@H:9]([NH:24][C:25]2[N:30]=[C:29]([CH2:31][C:32]3[CH:37]=[C:36]([C:38]([F:41])([F:40])[F:39])[CH:35]=[C:34]([C:42]([F:45])([F:44])[F:43])[CH:33]=3)[C:28]([N:46]3[CH2:51][CH2:50][O:49][CH2:48][CH2:47]3)=[CH:27][N:26]=2)[CH2:8][C@H:7]1[CH2:52][CH3:53])=[O:5])[CH3:2].[CH3:54][Al](C)C.CCCCCC.C(=O)([O-])O.[Na+].C(OCC)(=O)C, predict the reaction product. The product is: [CH2:1]([O:3][C:4]([N:6]1[C:15]2[C:10](=[N:11][C:12]([CH3:54])=[CH:13][CH:14]=2)[C@@H:9]([NH:24][C:25]2[N:30]=[C:29]([CH2:31][C:32]3[CH:37]=[C:36]([C:38]([F:39])([F:41])[F:40])[CH:35]=[C:34]([C:42]([F:43])([F:45])[F:44])[CH:33]=3)[C:28]([N:46]3[CH2:51][CH2:50][O:49][CH2:48][CH2:47]3)=[CH:27][N:26]=2)[CH2:8][C@H:7]1[CH2:52][CH3:53])=[O:5])[CH3:2]. (5) Given the reactants [CH3:1][C:2]1([CH3:12])[O:6][C@@H:5]([CH:7]=[N:8][OH:9])[C:4]([CH3:11])([CH3:10])[O:3]1.[Cl:13]N1C(=O)CCC1=O.O, predict the reaction product. The product is: [OH:9][N:8]=[C:7]([Cl:13])[C@H:5]1[C:4]([CH3:11])([CH3:10])[O:3][C:2]([CH3:12])([CH3:1])[O:6]1. (6) Given the reactants [Br:1][C:2]1[C:10]([S:11]([CH3:14])(=[O:13])=[O:12])=[CH:9][C:5]([C:6]([OH:8])=[O:7])=[C:4]([CH3:15])[CH:3]=1.[C:16](Cl)(=O)C, predict the reaction product. The product is: [CH3:16][O:7][C:6](=[O:8])[C:5]1[CH:9]=[C:10]([S:11]([CH3:14])(=[O:13])=[O:12])[C:2]([Br:1])=[CH:3][C:4]=1[CH3:15].